Dataset: Reaction yield outcomes from USPTO patents with 853,638 reactions. Task: Predict the reaction yield, written as a fraction of the theoretical maximum amount of product (1.0 means a 100% yield; for example, 0.34 means a 34% yield). (1) The reactants are C[O:2][C:3](=[O:24])[C:4]([NH:7][C:8]([C:10]1[C:15]([OH:16])=[CH:14][C:13]([C:17]2[CH:22]=[CH:21][CH:20]=[C:19]([Cl:23])[CH:18]=2)=[CH:12][N:11]=1)=[O:9])([CH3:6])[CH3:5].[Li+].[OH-].O. The catalyst is C1COCC1. The product is [Cl:23][C:19]1[CH:18]=[C:17]([C:13]2[CH:14]=[C:15]([OH:16])[C:10]([C:8]([NH:7][C:4]([CH3:5])([CH3:6])[C:3]([OH:24])=[O:2])=[O:9])=[N:11][CH:12]=2)[CH:22]=[CH:21][CH:20]=1. The yield is 0.810. (2) The reactants are C([O:4][CH2:5][C:6]1[N:10]([CH2:11][CH2:12][CH2:13][C:14]([F:17])([F:16])[F:15])[C:9]2[CH:18]=[CH:19][C:20]([C:22]#[N:23])=[CH:21][C:8]=2[N:7]=1)(=O)C.C([O-])([O-])=O.[Na+].[Na+].CC(O)=O. The catalyst is CO.O. The product is [OH:4][CH2:5][C:6]1[N:10]([CH2:11][CH2:12][CH2:13][C:14]([F:16])([F:15])[F:17])[C:9]2[CH:18]=[CH:19][C:20]([C:22]#[N:23])=[CH:21][C:8]=2[N:7]=1. The yield is 0.710. (3) The reactants are C(O[C:4]([C:6]1[C:7](=[O:25])[C:8]2[CH:22]=[N:21][C:20]([S:23][CH3:24])=[N:19][C:9]=2[N:10]2[C:18]=1[S:17][C:16]1[CH:15]=[CH:14][CH:13]=[CH:12][C:11]2=1)=[O:5])C.[N:26]1(CCN)[CH2:30][CH2:29][CH2:28][CH2:27]1.[Al+3].[Cl-].[Cl-].[Cl-].[C:38]([CH:41]([CH:43](C([O-])=O)O)O)([O-])=O.[K+].[Na+]. The catalyst is C(Cl)Cl.[OH-].[Na+]. The product is [CH:28]1([CH2:29][CH2:30][NH:26][C:4]([C:6]2[C:7](=[O:25])[C:8]3[CH:22]=[N:21][C:20]([S:23][CH3:24])=[N:19][C:9]=3[N:10]3[C:18]=2[S:17][C:16]2[CH:15]=[CH:14][CH:13]=[CH:12][C:11]3=2)=[O:5])[CH2:27][CH2:43][CH2:41][CH2:38]1. The yield is 0.920. (4) The reactants are [CH3:1][O:2][C:3](=[O:28])[CH2:4][CH2:5][CH2:6][CH2:7][CH2:8][O:9][C:10]1[CH:15]=[CH:14][C:13]([NH:16][C:17](=[O:27])[CH2:18][O:19]CC2C=CC=CC=2)=[CH:12][CH:11]=1. The catalyst is CO.[Pd]. The product is [CH3:1][O:2][C:3](=[O:28])[CH2:4][CH2:5][CH2:6][CH2:7][CH2:8][O:9][C:10]1[CH:11]=[CH:12][C:13]([NH:16][C:17](=[O:27])[CH2:18][OH:19])=[CH:14][CH:15]=1. The yield is 0.653.